This data is from Reaction yield outcomes from USPTO patents with 853,638 reactions. The task is: Predict the reaction yield, written as a fraction of the theoretical maximum amount of product (1.0 means a 100% yield; for example, 0.34 means a 34% yield). (1) The reactants are [CH3:1][O:2][C:3](=[O:12])[C:4]1[CH:9]=[CH:8][CH:7]=[C:6]([NH:10][CH3:11])[CH:5]=1.[Cl:13][CH2:14][C:15](Cl)=[O:16]. No catalyst specified. The product is [CH3:1][O:2][C:3](=[O:12])[C:4]1[CH:9]=[CH:8][CH:7]=[C:6]([N:10]([C:15](=[O:16])[CH2:14][Cl:13])[CH3:11])[CH:5]=1. The yield is 0.570. (2) The reactants are [ClH:1].O1CCOCC1.OC(C(F)(F)F)=O.[Cl:15][C:16]1[CH:21]=[CH:20][CH:19]=[CH:18][C:17]=1[C:22]1[O:26][C:25]([C:27]([N:29]2[CH2:34][CH2:33][N:32](C(OC(C)(C)C)=O)[CH2:31][CH:30]2[CH2:42][O:43][C:44]2[CH:45]=[N:46][CH:47]=[CH:48][CH:49]=2)=[O:28])=[CH:24][CH:23]=1. The catalyst is CO. The product is [ClH:15].[ClH:1].[Cl:15][C:16]1[CH:21]=[CH:20][CH:19]=[CH:18][C:17]=1[C:22]1[O:26][C:25]([C:27]([N:29]2[CH2:34][CH2:33][NH:32][CH2:31][CH:30]2[CH2:42][O:43][C:44]2[CH:45]=[N:46][CH:47]=[CH:48][CH:49]=2)=[O:28])=[CH:24][CH:23]=1. The yield is 0.590. (3) The reactants are [Cl:1][C:2]1[CH:3]=[C:4]([CH:8]([CH2:12][CH:13]2[CH2:17][CH2:16][CH2:15][CH2:14]2)[C:9]([OH:11])=O)[CH:5]=[CH:6][CH:7]=1.C(Cl)(=O)C(Cl)=O.[CH3:24][O:25][C:26](=[O:34])[C:27]1[CH:32]=[CH:31][C:30]([NH2:33])=[N:29][CH:28]=1.C(N(CC)C(C)C)(C)C. The catalyst is C(Cl)Cl.CN(C)C=O. The product is [CH3:24][O:25][C:26](=[O:34])[C:27]1[CH:32]=[CH:31][C:30]([NH:33][C:9](=[O:11])[CH:8]([C:4]2[CH:5]=[CH:6][CH:7]=[C:2]([Cl:1])[CH:3]=2)[CH2:12][CH:13]2[CH2:17][CH2:16][CH2:15][CH2:14]2)=[N:29][CH:28]=1. The yield is 0.197. (4) The reactants are [Cl:1][C:2]1[CH:7]=[CH:6][C:5]([C:8]2[C:13]([C:14](=[O:19])[C:15]([O:17][CH3:18])=[O:16])=[C:12]([CH3:20])[N:11]=[C:10]3[NH:21][C:22]([CH3:25])=[C:23]([CH3:24])[C:9]=23)=[CH:4][CH:3]=1.[B]1OC2C(=CC=CC=2)O1.C(=O)([O-])[O-].[K+].[K+]. The catalyst is C1(C)C=CC=CC=1.ClCCl. The product is [Cl:1][C:2]1[CH:7]=[CH:6][C:5]([C:8]2[C:13]([C@H:14]([OH:19])[C:15]([O:17][CH3:18])=[O:16])=[C:12]([CH3:20])[N:11]=[C:10]3[NH:21][C:22]([CH3:25])=[C:23]([CH3:24])[C:9]=23)=[CH:4][CH:3]=1. The yield is 0.770. (5) The reactants are [C:1]1([C:35]2[CH:40]=[CH:39][CH:38]=[CH:37][CH:36]=2)[CH:6]=[CH:5][C:4]([C:7]([N:9]2[CH2:13][C:12](=[N:14][O:15][CH3:16])[CH2:11][C@H:10]2[C:17]2[O:21][N:20]=[C:19]([CH:22]3[CH2:27][CH2:26][N:25](C(OC(C)(C)C)=O)[CH2:24][CH2:23]3)[N:18]=2)=[O:8])=[CH:3][CH:2]=1.C(O)(C(F)(F)F)=O.C(Cl)Cl.C(=O)([O-])[O-].[Na+].[Na+]. No catalyst specified. The product is [CH3:16][O:15][N:14]=[C:12]1[CH2:11][C@@H:10]([C:17]2[O:21][N:20]=[C:19]([CH:22]3[CH2:27][CH2:26][NH:25][CH2:24][CH2:23]3)[N:18]=2)[N:9]([C:7]([C:4]2[CH:3]=[CH:2][C:1]([C:35]3[CH:40]=[CH:39][CH:38]=[CH:37][CH:36]=3)=[CH:6][CH:5]=2)=[O:8])[CH2:13]1. The yield is 0.800. (6) The reactants are [F:1][C:2]1[C:7]([O:8][CH3:9])=[CH:6][CH:5]=[C:4]([F:10])[C:3]=1[C:11]1[N:16]=[C:15]([C:17]([OH:19])=O)[CH:14]=[CH:13][C:12]=1[F:20].[NH2:21][C:22]1[C:23]([N:31]2[CH2:36][C@H:35]([CH3:37])[CH2:34][C@H:33]([NH:38]C(=O)OC(C)(C)C)[CH2:32]2)=[C:24]2[CH2:30][CH2:29][O:28][C:25]2=[N:26][CH:27]=1.CN(C(ON1N=NC2C=CC=NC1=2)=[N+](C)C)C.F[P-](F)(F)(F)(F)F.CCN(C(C)C)C(C)C. The catalyst is CN(C=O)C. The product is [NH2:38][C@H:33]1[CH2:34][C@@H:35]([CH3:37])[CH2:36][N:31]([C:23]2[C:22]([NH:21][C:17]([C:15]3[CH:14]=[CH:13][C:12]([F:20])=[C:11]([C:3]4[C:4]([F:10])=[CH:5][CH:6]=[C:7]([O:8][CH3:9])[C:2]=4[F:1])[N:16]=3)=[O:19])=[CH:27][N:26]=[C:25]3[O:28][CH2:29][CH2:30][C:24]=23)[CH2:32]1. The yield is 0.290. (7) The reactants are [CH3:1][N:2]1[CH2:8][CH2:7][CH2:6][CH2:5][C@H:4]([NH:9]C(=O)OC(C)(C)C)[C:3]1=[O:17].[ClH:18].O1CCOCC1. The catalyst is ClCCl. The product is [ClH:18].[NH2:9][C@H:4]1[CH2:5][CH2:6][CH2:7][CH2:8][N:2]([CH3:1])[C:3]1=[O:17]. The yield is 0.999. (8) The catalyst is CO.Cl[Cu]. The yield is 0.250. The reactants are [Na].C[O-].[Na+:4].[CH2:5]([O:12][C:13]1[CH:18]=[CH:17][C:16]([C:19]2[NH:38][C:22]3=[N:23][C:24]([N:27]4[CH2:32][CH2:31][N:30]([S:33]([CH2:36][CH3:37])(=[O:35])=[O:34])[CH2:29][CH2:28]4)=[CH:25][CH:26]=[C:21]3[N:20]=2)=[CH:15][C:14]=1Br)[C:6]1[CH:11]=[CH:10][CH:9]=[CH:8][CH:7]=1.CN([CH:43]=[O:44])C. The product is [CH3:5][O-:12].[Na+:4].[CH2:5]([O:12][C:13]1[CH:18]=[CH:17][C:16]([C:19]2[NH:38][C:22]3=[N:23][C:24]([N:27]4[CH2:32][CH2:31][N:30]([S:33]([CH2:36][CH3:37])(=[O:35])=[O:34])[CH2:29][CH2:28]4)=[CH:25][CH:26]=[C:21]3[N:20]=2)=[CH:15][C:14]=1[O:44][CH3:43])[C:6]1[CH:11]=[CH:10][CH:9]=[CH:8][CH:7]=1.